Dataset: Reaction yield outcomes from USPTO patents with 853,638 reactions. Task: Predict the reaction yield, written as a fraction of the theoretical maximum amount of product (1.0 means a 100% yield; for example, 0.34 means a 34% yield). The reactants are [Si:1]([O:8][C:9]([CH3:19])([CH3:18])[CH2:10][N:11]1[CH:15]=[C:14](I)[N:13]=[C:12]1[CH3:17])([C:4]([CH3:7])([CH3:6])[CH3:5])([CH3:3])[CH3:2].C([Mg]Br)C.[CH3:24][Sn:25](Cl)([CH3:27])[CH3:26]. The catalyst is C(Cl)Cl. The product is [Si:1]([O:8][C:9]([CH3:19])([CH3:18])[CH2:10][N:11]1[CH:15]=[C:14]([Sn:25]([CH3:27])([CH3:26])[CH3:24])[N:13]=[C:12]1[CH3:17])([C:4]([CH3:7])([CH3:6])[CH3:5])([CH3:3])[CH3:2]. The yield is 0.630.